This data is from Experimentally validated miRNA-target interactions with 360,000+ pairs, plus equal number of negative samples. The task is: Binary Classification. Given a miRNA mature sequence and a target amino acid sequence, predict their likelihood of interaction. The miRNA is hsa-miR-24-1-5p with sequence UGCCUACUGAGCUGAUAUCAGU. The protein sequence of the target gene is MSRCAQAAEVAATVPGAGVGNVGLRPPMVPRQASFFPPPVPNPFVQQTQIGSARRVQIVLLGIILLPIRVLLVALILLLAWPFAAISTVCCPEKLTHPITGWRRKITQTALKFLGRAMFFSMGFIVAVKGKIASPLEAPVFVAAPHSTFFDGIACVVAGLPSMVSRNENAQVPLIGRLLRAVQPVLVSRVDPDSRKNTINEIIKRTTSGGEWPQILVFPEGTCTNRSCLITFKPGAFIPGVPVQPVLLRYPNKLDTVTWTWQGYTFIQLCMLTFCQLFTKVEVEFMPVQVPNDEEKNDPV.... Result: 0 (no interaction).